This data is from Full USPTO retrosynthesis dataset with 1.9M reactions from patents (1976-2016). The task is: Predict the reactants needed to synthesize the given product. (1) The reactants are: [NH2:1][C:2]1[C:7]2=[C:8](C3C=CC4C(C=3)=NN(CC3C=CC=CC=3)C=4)[CH:9]=[C:10]([CH:11]3[CH2:16][CH2:15][N:14]([C:17]([O:19][C:20]([CH3:23])([CH3:22])[CH3:21])=[O:18])[CH2:13][CH2:12]3)[N:6]2[N:5]=[CH:4][N:3]=1.FC(F)(F)C(O)=O.C([O-])(O)=O.[Na+]. Given the product [NH2:1][C:2]1[C:7]2=[CH:8][CH:9]=[C:10]([C:11]3[CH2:16][CH2:15][N:14]([C:17]([O:19][C:20]([CH3:23])([CH3:22])[CH3:21])=[O:18])[CH2:13][CH:12]=3)[N:6]2[N:5]=[CH:4][N:3]=1, predict the reactants needed to synthesize it. (2) Given the product [CH2:22]([N:19]1[CH2:20][CH2:21][C@@H:17]([NH:16][C:14](=[O:15])[C@@H:13]([NH:12][C:10]([NH:9][C:3]2[CH:4]=[C:5]([F:8])[CH:6]=[CH:7][C:2]=2[F:1])=[O:11])[C:29]([CH3:30])([CH3:32])[CH3:31])[CH2:18]1)[C:23]1[CH:24]=[CH:25][CH:26]=[CH:27][CH:28]=1, predict the reactants needed to synthesize it. The reactants are: [F:1][C:2]1[CH:7]=[CH:6][C:5]([F:8])=[CH:4][C:3]=1[N:9]=[C:10]=[O:11].[NH2:12][C@@H:13]([C:29]([CH3:32])([CH3:31])[CH3:30])[C:14]([NH:16][C@@H:17]1[CH2:21][CH2:20][N:19]([CH2:22][C:23]2[CH:28]=[CH:27][CH:26]=[CH:25][CH:24]=2)[CH2:18]1)=[O:15]. (3) Given the product [NH2:9][C:3]1[N:4]=[CH:5][N:6]=[C:7]([NH:11][C:12]23[CH2:16][C:15]([NH:18][C:19](=[O:28])[CH:45]=[CH2:46])([CH2:17]2)[CH2:14][CH2:13]3)[C:2]=1[C:33]1[CH:34]=[CH:35][C:30]([O:29][C:36]2[CH:41]=[CH:40][CH:39]=[CH:38][CH:37]=2)=[CH:31][CH:32]=1, predict the reactants needed to synthesize it. The reactants are: Cl[C:2]1[C:3]([NH2:9])=[N:4][CH:5]=[N:6][C:7]=1Cl.Cl.[NH2:11][C:12]12[CH2:17][C:15]([NH:18][C:19](=[O:28])OCC3C=CC=CC=3)([CH2:16]1)[CH2:14][CH2:13]2.[O:29]([C:36]1[CH:41]=[CH:40][C:39](B(O)O)=[CH:38][CH:37]=1)[C:30]1[CH:35]=[CH:34][CH:33]=[CH:32][CH:31]=1.[C:45](Cl)(=O)[CH:46]=C. (4) Given the product [F:1][C:2]1[CH:7]=[CH:6][C:5]([F:8])=[CH:4][C:3]=1[CH:9]([S:20]([C:23]1[CH:24]=[CH:25][C:26]([F:29])=[CH:27][CH:28]=1)(=[O:22])=[O:21])[C:10]1[C:11]([CH3:19])=[CH:12][C:13]([C:16]([N:31]([CH2:32][CH2:33][OH:34])[CH3:30])=[O:18])=[N:14][CH:15]=1, predict the reactants needed to synthesize it. The reactants are: [F:1][C:2]1[CH:7]=[CH:6][C:5]([F:8])=[CH:4][C:3]=1[CH:9]([S:20]([C:23]1[CH:28]=[CH:27][C:26]([F:29])=[CH:25][CH:24]=1)(=[O:22])=[O:21])[C:10]1[C:11]([CH3:19])=[CH:12][C:13]([C:16]([OH:18])=O)=[N:14][CH:15]=1.[CH3:30][NH:31][CH2:32][CH2:33][OH:34].ON1C2C=CC=CC=2N=N1.CN1CCOCC1.Cl.C(N=C=NCCCN(C)C)C. (5) Given the product [Cl:1][C:2]1[C:7]([Cl:8])=[CH:6][CH:5]=[CH:4][C:3]=1[C:9]([N:11]1[CH2:16][CH2:15][C:14]2[C:17]([C:20]3[CH:21]=[CH:22][CH:23]=[CH:24][CH:25]=3)=[N:18][N:19]([CH3:29])[C:13]=2[CH2:12]1)=[O:10].[Cl:1][C:2]1[C:7]([Cl:8])=[CH:6][CH:5]=[CH:4][C:3]=1[C:9]([N:11]1[CH2:16][CH2:15][C:14]2=[C:17]([C:20]3[CH:21]=[CH:22][CH:23]=[CH:24][CH:25]=3)[N:18]([CH3:29])[N:19]=[C:13]2[CH2:12]1)=[O:10], predict the reactants needed to synthesize it. The reactants are: [Cl:1][C:2]1[C:7]([Cl:8])=[CH:6][CH:5]=[CH:4][C:3]=1[C:9]([N:11]1[CH2:16][CH2:15][C:14]2[C:17]([C:20]3[CH:25]=[CH:24][CH:23]=[CH:22][CH:21]=3)=[N:18][NH:19][C:13]=2[CH2:12]1)=[O:10].[H-].[Na+].I[CH3:29]. (6) Given the product [NH2:1][C:2]1[CH:7]=[C:6]([C:8]([F:10])([F:11])[CH3:9])[N:5]=[C:4]([C:12]([OH:14])=[O:13])[C:3]=1[O:16][CH3:17], predict the reactants needed to synthesize it. The reactants are: [NH2:1][C:2]1[CH:7]=[C:6]([C:8]([F:11])([F:10])[CH3:9])[N:5]=[C:4]([C:12]([O:14]C)=[O:13])[C:3]=1[O:16][CH3:17].[OH-].[Na+].Cl.